From a dataset of Forward reaction prediction with 1.9M reactions from USPTO patents (1976-2016). Predict the product of the given reaction. (1) The product is: [CH3:18][C:19]1([CH3:35])[C:23]([CH3:25])([CH3:24])[O:22][B:21]([C:2]2[CH:3]=[C:4]([NH:8][S:9]([C:12]3[CH:17]=[CH:16][CH:15]=[CH:14][CH:13]=3)(=[O:11])=[O:10])[CH:5]=[N:6][CH:7]=2)[O:20]1. Given the reactants Br[C:2]1[CH:3]=[C:4]([NH:8][S:9]([C:12]2[CH:17]=[CH:16][CH:15]=[CH:14][CH:13]=2)(=[O:11])=[O:10])[CH:5]=[N:6][CH:7]=1.[CH3:18][C:19]1([CH3:35])[C:23]([CH3:25])([CH3:24])[O:22][B:21]([B:21]2[O:22][C:23]([CH3:25])([CH3:24])[C:19]([CH3:35])([CH3:18])[O:20]2)[O:20]1.C(Cl)Cl.C([O-])(=O)C.[K+], predict the reaction product. (2) Given the reactants [CH2:1]([C@:3]1([OH:11])[CH2:7][CH2:6][NH:5][C@H:4]1[CH:8]([CH3:10])[CH3:9])[CH3:2].[F:12][C:13]1[CH:20]=[C:19](F)[CH:18]=[CH:17][C:14]=1[C:15]#[N:16].C(=O)([O-])[O-].[Li+].[Li+], predict the reaction product. The product is: [CH2:1]([C@:3]1([OH:11])[CH2:7][CH2:6][N:5]([C:19]2[CH:18]=[CH:17][C:14]([C:15]#[N:16])=[C:13]([F:12])[CH:20]=2)[C@H:4]1[CH:8]([CH3:10])[CH3:9])[CH3:2]. (3) Given the reactants [Br:1][C:2]1[N:6]2[C:7](=[O:13])[CH:8]=[C:9]([CH2:11]Cl)[N:10]=[C:5]2[S:4][C:3]=1[CH3:14].[I-].[K+].C(=O)([O-])[O-].[K+].[K+].[CH2:23]([C:25]1[NH:29][N:28]=[C:27]([C:30]([F:33])([F:32])[F:31])[CH:26]=1)[CH3:24], predict the reaction product. The product is: [Br:1][C:2]1[N:6]2[C:7](=[O:13])[CH:8]=[C:9]([CH2:11][N:29]3[C:25]([CH2:23][CH3:24])=[CH:26][C:27]([C:30]([F:31])([F:32])[F:33])=[N:28]3)[N:10]=[C:5]2[S:4][C:3]=1[CH3:14]. (4) The product is: [CH2:11]([O:18][C:19]([NH:21][C@@H:22]([CH2:27][O:28][C@H:29]([C@H:30]([O:39][CH2:40][C:41]([CH3:43])=[CH2:42])[C@@H:31]([O:34][CH2:35][C:36]([CH3:38])=[CH2:37])[CH2:32][OH:33])[CH3:1])[C:23]([O:25][CH3:26])=[O:24])=[O:20])[C:12]1[CH:17]=[CH:16][CH:15]=[CH:14][CH:13]=1. Given the reactants [CH2:1]([Mg]Br)C.COC(C)(C)C.[CH2:11]([O:18][C:19]([NH:21][C@@H:22]([CH2:27][O:28][CH2:29][C@H:30]([O:39][CH2:40][C:41]([CH3:43])=[CH2:42])[C@@H:31]([O:34][CH2:35][C:36]([CH3:38])=[CH2:37])[CH:32]=[O:33])[C:23]([O:25][CH3:26])=[O:24])=[O:20])[C:12]1[CH:17]=[CH:16][CH:15]=[CH:14][CH:13]=1, predict the reaction product. (5) Given the reactants [CH3:1][O:2][C:3]1[CH:8]=[CH:7][C:6]([NH:9][C:10]2[N:11]=[N:12][C:13]([CH:16]([NH:18][C:19]([CH:21]3[CH2:26][CH2:25][CH2:24][CH2:23][CH2:22]3)=O)[CH3:17])=[CH:14][N:15]=2)=[CH:5][CH:4]=1.P(Cl)(Cl)(Cl)=O, predict the reaction product. The product is: [CH:21]1([C:19]2[N:12]3[C:13]([CH:14]=[N:15][C:10]([NH:9][C:6]4[CH:7]=[CH:8][C:3]([O:2][CH3:1])=[CH:4][CH:5]=4)=[N:11]3)=[C:16]([CH3:17])[N:18]=2)[CH2:26][CH2:25][CH2:24][CH2:23][CH2:22]1.